From a dataset of Full USPTO retrosynthesis dataset with 1.9M reactions from patents (1976-2016). Predict the reactants needed to synthesize the given product. (1) Given the product [C:27]1([C:22]2[CH:23]=[CH:24][CH:25]=[CH:26][C:21]=2[C:17]2[CH:18]=[CH:19][CH:20]=[C:15]([C:13]3[N:14]=[C:10]([C:8]([NH2:7])=[O:9])[NH:11][N:12]=3)[CH:16]=2)[CH:32]=[CH:31][CH:30]=[CH:29][CH:28]=1, predict the reactants needed to synthesize it. The reactants are: C[Si](C)(C)CCOC[NH:7][C:8]([C:10]1[N:14]=[C:13]([C:15]2[CH:16]=[C:17]([C:21]3[CH:26]=[CH:25][CH:24]=[CH:23][C:22]=3[C:27]3[CH:32]=[CH:31][CH:30]=[CH:29][CH:28]=3)[CH:18]=[CH:19][CH:20]=2)[NH:12][N:11]=1)=[O:9]. (2) Given the product [CH:1]([O:4][C:5]1[C:10]2[CH2:11][CH2:12][CH2:13][C:14]([C:17]3[CH:22]=[C:21]([O:23][CH3:24])[C:20]([O:25][CH3:26])=[C:19]([O:27][CH3:28])[CH:18]=3)=[CH:15][C:9]=2[CH:8]=[CH:7][C:6]=1[O:29][CH3:30])([CH3:3])[CH3:2], predict the reactants needed to synthesize it. The reactants are: [CH:1]([O:4][C:5]1[C:10]2[CH2:11][CH2:12][CH2:13][C:14]([C:17]3[CH:22]=[C:21]([O:23][CH3:24])[C:20]([O:25][CH3:26])=[C:19]([O:27][CH3:28])[CH:18]=3)(O)[CH2:15][C:9]=2[CH:8]=[CH:7][C:6]=1[O:29][CH3:30])([CH3:3])[CH3:2]. (3) Given the product [CH3:1][C:2]1[C:10]2[C:9]([CH2:11][C:12]([NH2:13])=[O:16])=[N:8][CH:7]=[N:6][C:5]=2[S:4][CH:3]=1, predict the reactants needed to synthesize it. The reactants are: [CH3:1][C:2]1[C:10]2[C:9]([CH2:11][C:12]#[N:13])=[N:8][CH:7]=[N:6][C:5]=2[S:4][CH:3]=1.C([OH:16])C.Cl. (4) Given the product [C:44]1([C:62]2[CH:67]=[CH:66][CH:65]=[CH:64][CH:63]=2)[CH:45]=[CH:46][C:47]([NH:50][C:51](=[O:61])[CH2:52][C:53]([N:54]2[CH2:55][CH2:56][N:57]([C:23](=[O:25])[C:22]3[CH:26]=[C:27]([F:30])[CH:28]=[CH:29][C:21]=3[Br:20])[CH2:58][CH2:59]2)=[O:60])=[CH:48][CH:49]=1, predict the reactants needed to synthesize it. The reactants are: C1C=CC2N(O)N=NC=2C=1.CCN(C(C)C)C(C)C.[Br:20][C:21]1[CH:29]=[CH:28][C:27]([F:30])=[CH:26][C:22]=1[C:23]([OH:25])=O.CCN=C=NCCCN(C)C.Cl.Cl.[C:44]1([C:62]2[CH:67]=[CH:66][CH:65]=[CH:64][CH:63]=2)[CH:49]=[CH:48][C:47]([NH:50][C:51](=[O:61])[CH2:52][C:53](=[O:60])[N:54]2[CH2:59][CH2:58][NH:57][CH2:56][CH2:55]2)=[CH:46][CH:45]=1. (5) Given the product [Br:1][C:2]1[CH:10]=[C:9]2[C:5]([C:6]([C:11](=[O:16])[C:12]([F:13])([F:14])[F:15])=[CH:7][N:8]2[CH2:18][C:19]([O:21][C:22]([CH3:25])([CH3:24])[CH3:23])=[O:20])=[CH:4][CH:3]=1, predict the reactants needed to synthesize it. The reactants are: [Br:1][C:2]1[CH:10]=[C:9]2[C:5]([C:6]([C:11](=[O:16])[C:12]([F:15])([F:14])[F:13])=[CH:7][NH:8]2)=[CH:4][CH:3]=1.Br[CH2:18][C:19]([O:21][C:22]([CH3:25])([CH3:24])[CH3:23])=[O:20].C(=O)([O-])[O-].[K+].[K+].